This data is from Forward reaction prediction with 1.9M reactions from USPTO patents (1976-2016). The task is: Predict the product of the given reaction. Given the reactants [C:1]([CH2:4][C:5]1[N:6]=[C:7]([S:10][C:11]([CH3:16])([CH3:15])[C:12]([OH:14])=[O:13])[S:8][CH:9]=1)(O)=[O:2], predict the reaction product. The product is: [OH:2][CH2:1][CH2:4][C:5]1[N:6]=[C:7]([S:10][C:11]([CH3:16])([CH3:15])[C:12]([OH:14])=[O:13])[S:8][CH:9]=1.